Dataset: Full USPTO retrosynthesis dataset with 1.9M reactions from patents (1976-2016). Task: Predict the reactants needed to synthesize the given product. (1) Given the product [I-:1].[CH2:43]([N:48]([CH3:46])[C:22]([O:2][C:3]1[CH:4]=[C:5]([C@@H:9]([N+:11]([CH3:21])([CH3:20])[C@H:12]([C:14]2[CH:19]=[CH:18][CH:17]=[CH:16][CH:15]=2)[CH3:13])[CH3:10])[CH:6]=[CH:7][CH:8]=1)=[O:25])[CH3:44], predict the reactants needed to synthesize it. The reactants are: [I-:1].[OH:2][C:3]1[CH:4]=[C:5]([C@@H:9]([N+:11]([CH3:21])([CH3:20])[C@H:12]([C:14]2[CH:19]=[CH:18][CH:17]=[CH:16][CH:15]=2)[CH3:13])[CH3:10])[CH:6]=[CH:7][CH:8]=1.[C:22](=[O:25])([O-])[O-].[K+].[K+].C1O[CH2:44][CH2:43]OCCOCCOCCOCCOC1.[C:46](#[N:48])C. (2) The reactants are: [CH3:1][O:2][C:3]1[CH:4]=[CH:5][C:6]2[CH2:7][C@@H:8]3[O:10][C@@H:9]3[C:11]=2[CH:12]=1.[NH:13]1[CH2:18][CH2:17][CH2:16][C@@H:15]([NH:19][C:20](=[O:26])[O:21][C:22]([CH3:25])([CH3:24])[CH3:23])[CH2:14]1. Given the product [OH:10][C@H:8]1[CH2:7][C:6]2[C:11](=[CH:12][C:3]([O:2][CH3:1])=[CH:4][CH:5]=2)[C@@H:9]1[N:13]1[CH2:18][CH2:17][CH2:16][C@@H:15]([NH:19][C:20](=[O:26])[O:21][C:22]([CH3:24])([CH3:23])[CH3:25])[CH2:14]1, predict the reactants needed to synthesize it. (3) The reactants are: [OH:1][C:2]1[CH:3]=[C:4]2[C:8](=[CH:9][CH:10]=1)[CH:7]([C:11]1[CH:16]=[CH:15][CH:14]=[CH:13][CH:12]=1)[C:6]([CH3:25])([C:17]([NH:19][C:20]1[S:21][CH:22]=[CH:23][N:24]=1)=[O:18])[CH2:5]2.[C:26]1(B(O)O)[CH:31]=[CH:30][CH:29]=[CH:28][CH:27]=1.C(N(CC)CC)C. Given the product [CH3:25][C:6]1([C:17]([NH:19][C:20]2[S:21][CH:22]=[CH:23][N:24]=2)=[O:18])[CH2:5][C:4]2[C:8](=[CH:9][CH:10]=[C:2]([O:1][C:26]3[CH:31]=[CH:30][CH:29]=[CH:28][CH:27]=3)[CH:3]=2)[CH:7]1[C:11]1[CH:12]=[CH:13][CH:14]=[CH:15][CH:16]=1, predict the reactants needed to synthesize it. (4) Given the product [Cl:1][C:2]1[CH:3]=[CH:4][C:5]2[O:9][C:8]([C:10]3[CH:15]=[CH:14][C:13]([F:16])=[CH:12][CH:11]=3)=[C:7]([CH:31]=[O:32])[C:6]=2[C:18]=1[F:19], predict the reactants needed to synthesize it. The reactants are: [Cl:1][C:2]1[CH:3]=[CH:4][C:5]2[O:9][C:8]([C:10]3[CH:15]=[CH:14][C:13]([F:16])=[CH:12][CH:11]=3)=[C:7](I)[C:6]=2[C:18]=1[F:19].C([Li])CCC.N1([CH:31]=[O:32])CCCCC1. (5) Given the product [CH:32]([CH:7]1[N:6]([C:9]([O:11][C:12]([CH3:15])([CH3:14])[CH3:13])=[O:10])[CH2:5][CH2:4][C:3]2([CH2:2][CH2:1]2)[CH2:8]1)=[O:33], predict the reactants needed to synthesize it. The reactants are: [CH2:1]1[C:3]2([CH2:8][CH2:7][N:6]([C:9]([O:11][C:12]([CH3:15])([CH3:14])[CH3:13])=[O:10])[CH2:5][CH2:4]2)[CH2:2]1.CN(C)CCN(C)C.CCCCCC.CN(C)[CH:32]=[O:33].[NH4+].[Cl-]. (6) The reactants are: F[C:2]1[CH:7]=[C:6]([O:8][CH3:9])[CH:5]=[CH:4][C:3]=1[N+:10]([O-:12])=[O:11].[Cl:13][C:14]1[CH:19]=[C:18]([Cl:20])[CH:17]=[CH:16][C:15]=1[OH:21]. Given the product [Cl:13][C:14]1[CH:19]=[C:18]([Cl:20])[CH:17]=[CH:16][C:15]=1[O:21][C:2]1[CH:7]=[C:6]([O:8][CH3:9])[CH:5]=[CH:4][C:3]=1[N+:10]([O-:12])=[O:11], predict the reactants needed to synthesize it.